From a dataset of Full USPTO retrosynthesis dataset with 1.9M reactions from patents (1976-2016). Predict the reactants needed to synthesize the given product. (1) The reactants are: [Cl:1][C:2]1[CH:3]=[C:4]([C:9]2[S:10][CH:11]=[C:12]([C:15]([CH3:17])=O)[C:13]=2[OH:14])[CH:5]=[CH:6][C:7]=1[Cl:8].[N:18]1([C:24]([C:26]2[S:30][C:29]([C:31]([NH:33][NH2:34])=[O:32])=[CH:28][CH:27]=2)=[O:25])[CH2:23][CH2:22][O:21][CH2:20][CH2:19]1. Given the product [Cl:1][C:2]1[CH:3]=[C:4]([C:9]2[S:10][CH:11]=[C:12]([C:15](=[N:34][NH:33][C:31]([C:29]3[S:30][C:26]([C:24]([N:18]4[CH2:23][CH2:22][O:21][CH2:20][CH2:19]4)=[O:25])=[CH:27][CH:28]=3)=[O:32])[CH3:17])[C:13]=2[OH:14])[CH:5]=[CH:6][C:7]=1[Cl:8], predict the reactants needed to synthesize it. (2) Given the product [CH3:1][O:2][C:3]([C:4]1[CH:9]=[C:8]([C:39]#[C:38][CH2:37][O:36][Si:35]([C:31]([CH3:34])([CH3:33])[CH3:32])([CH3:40])[CH3:41])[CH:7]=[CH:6][N:5]=1)=[O:11], predict the reactants needed to synthesize it. The reactants are: [CH3:1][O:2][C:3](=[O:11])[C:4]1[CH:9]=[C:8](I)[CH:7]=[CH:6][N:5]=1.C1(P(C2C=CC=CC=2)C2C=CC=CC=2)C=CC=CC=1.[C:31]([Si:35]([CH3:41])([CH3:40])[O:36][CH2:37][C:38]#[CH:39])([CH3:34])([CH3:33])[CH3:32]. (3) Given the product [Cl:21][C:18]1[CH:19]=[CH:20][C:12]([F:11])=[C:13]([C:14]2[N:16]=[C:6]([OH:10])[C:5]3[CH2:3][CH2:22][CH2:7][CH2:8][C:9]=3[N:15]=2)[CH:17]=1, predict the reactants needed to synthesize it. The reactants are: CO[C:3]([CH:5]1[CH2:9][CH2:8][CH2:7][C:6]1=[O:10])=O.[F:11][C:12]1[CH:20]=[CH:19][C:18]([Cl:21])=[CH:17][C:13]=1[C:14]([NH2:16])=[NH:15].[CH2:22](O)C. (4) Given the product [CH2:2]([O:9][C:10]([NH:12][C:13]1([CH2:26][N:27]2[CH2:32][CH2:31][N:30]([S:33]([C:36]3[CH:45]=[CH:44][C:43]4[C:38](=[CH:39][CH:40]=[C:41]([Cl:46])[CH:42]=4)[CH:37]=3)(=[O:34])=[O:35])[CH2:29][C:28]2=[O:47])[CH2:18][CH2:17][N:16]([C:13]2[CH:18]=[CH:17][N:16]=[CH:15][CH:14]=2)[CH2:15][CH2:14]1)=[O:11])[C:3]1[CH:4]=[CH:5][CH:6]=[CH:7][CH:8]=1, predict the reactants needed to synthesize it. The reactants are: Cl.[CH2:2]([O:9][C:10]([NH:12][C:13]1([CH2:26][N:27]2[CH2:32][CH2:31][N:30]([S:33]([C:36]3[CH:45]=[CH:44][C:43]4[C:38](=[CH:39][CH:40]=[C:41]([Cl:46])[CH:42]=4)[CH:37]=3)(=[O:35])=[O:34])[CH2:29][C:28]2=[O:47])[CH2:18][CH2:17][N:16](C(OC(C)(C)C)=O)[CH2:15][CH2:14]1)=[O:11])[C:3]1[CH:8]=[CH:7][CH:6]=[CH:5][CH:4]=1.